The task is: Predict the reaction yield, written as a fraction of the theoretical maximum amount of product (1.0 means a 100% yield; for example, 0.34 means a 34% yield).. This data is from Reaction yield outcomes from USPTO patents with 853,638 reactions. (1) The reactants are [NH2:1][C:2]1[N:7]=[CH:6][C:5]([C:8]2[CH:9]=[N:10][N:11]([CH2:13][C:14]3([OH:27])[CH2:19][CH2:18][N:17](C(OC(C)(C)C)=O)[CH2:16][CH2:15]3)[CH:12]=2)=[CH:4][C:3]=1[O:28][CH:29]([C:31]1[C:36]([Cl:37])=[CH:35][CH:34]=[C:33]([F:38])[C:32]=1[Cl:39])[CH3:30].Cl.O1CCOCC1. The catalyst is C(Cl)Cl. The product is [NH2:1][C:2]1[N:7]=[CH:6][C:5]([C:8]2[CH:9]=[N:10][N:11]([CH2:13][C:14]3([OH:27])[CH2:19][CH2:18][NH:17][CH2:16][CH2:15]3)[CH:12]=2)=[CH:4][C:3]=1[O:28][CH:29]([C:31]1[C:36]([Cl:37])=[CH:35][CH:34]=[C:33]([F:38])[C:32]=1[Cl:39])[CH3:30]. The yield is 0.630. (2) The reactants are [F:1][C:2]1[CH:3]=[C:4]([NH:12][C:13](=[O:15])[CH3:14])[CH:5]=[CH:6][C:7]=1[C:8]([F:11])([F:10])[F:9].S(=O)(=O)(O)O.[N+:21]([O-])([O-:23])=[O:22].[K+]. No catalyst specified. The product is [F:1][C:2]1[C:7]([C:8]([F:11])([F:10])[F:9])=[CH:6][C:5]([N+:21]([O-:23])=[O:22])=[C:4]([NH:12][C:13](=[O:15])[CH3:14])[CH:3]=1. The yield is 0.810. (3) The reactants are [F:1][C:2]([F:27])([F:26])[C:3]1[C:12]([O:13][C@H:14]2[CH2:19][CH2:18][C@@H:17]([C:20]([F:23])([F:22])[F:21])[CH2:16][CH2:15]2)=[CH:11][CH:10]=[C:9]2[C:4]=1[CH:5]=[CH:6][C:7](C=O)=[CH:8]2.IC1C(O[C@H]2CC[C@@H](C(F)(F)F)CC2)=CC=C2C=1C=CC(C)=[N:34]2. No catalyst specified. The product is [CH3:8][C:7]1[CH:6]=[CH:5][C:4]2[C:9](=[CH:10][CH:11]=[C:12]([O:13][C@H:14]3[CH2:15][CH2:16][C@@H:17]([C:20]([F:21])([F:22])[F:23])[CH2:18][CH2:19]3)[C:3]=2[C:2]([F:1])([F:26])[F:27])[N:34]=1. The yield is 0.400. (4) The reactants are [CH3:1][O:2][C:3]([CH:5]1[CH2:9][C:8](=[O:10])[N:7]([C:11]2[CH:16]=[CH:15][C:14]([O:17][CH2:18][C:19](OCC)=[O:20])=[C:13]([N+:24]([O-])=O)[N:12]=2)[CH2:6]1)=[O:4]. The catalyst is C(O)(=O)C. The product is [CH3:1][O:2][C:3]([CH:5]1[CH2:9][C:8](=[O:10])[N:7]([C:11]2[CH:16]=[CH:15][C:14]3[O:17][CH2:18][C:19](=[O:20])[NH:24][C:13]=3[N:12]=2)[CH2:6]1)=[O:4]. The yield is 0.840.